This data is from NCI-60 drug combinations with 297,098 pairs across 59 cell lines. The task is: Regression. Given two drug SMILES strings and cell line genomic features, predict the synergy score measuring deviation from expected non-interaction effect. (1) Drug 1: CC1=C(C=C(C=C1)NC2=NC=CC(=N2)N(C)C3=CC4=NN(C(=C4C=C3)C)C)S(=O)(=O)N.Cl. Drug 2: CC1C(C(=O)NC(C(=O)N2CCCC2C(=O)N(CC(=O)N(C(C(=O)O1)C(C)C)C)C)C(C)C)NC(=O)C3=C4C(=C(C=C3)C)OC5=C(C(=O)C(=C(C5=N4)C(=O)NC6C(OC(=O)C(N(C(=O)CN(C(=O)C7CCCN7C(=O)C(NC6=O)C(C)C)C)C)C(C)C)C)N)C. Cell line: HOP-92. Synergy scores: CSS=8.98, Synergy_ZIP=8.81, Synergy_Bliss=12.5, Synergy_Loewe=12.9, Synergy_HSA=12.4. (2) Drug 1: CC1C(C(CC(O1)OC2CC(OC(C2O)C)OC3=CC4=CC5=C(C(=O)C(C(C5)C(C(=O)C(C(C)O)O)OC)OC6CC(C(C(O6)C)O)OC7CC(C(C(O7)C)O)OC8CC(C(C(O8)C)O)(C)O)C(=C4C(=C3C)O)O)O)O. Drug 2: CCC1(C2=C(COC1=O)C(=O)N3CC4=CC5=C(C=CC(=C5CN(C)C)O)N=C4C3=C2)O.Cl. Cell line: HCC-2998. Synergy scores: CSS=63.6, Synergy_ZIP=-1.03, Synergy_Bliss=-3.25, Synergy_Loewe=-5.08, Synergy_HSA=-1.19. (3) Drug 1: C1CC(C1)(C(=O)O)C(=O)O.[NH2-].[NH2-].[Pt+2]. Drug 2: CCN(CC)CCNC(=O)C1=C(NC(=C1C)C=C2C3=C(C=CC(=C3)F)NC2=O)C. Cell line: SK-MEL-5. Synergy scores: CSS=12.3, Synergy_ZIP=-1.33, Synergy_Bliss=4.07, Synergy_Loewe=3.15, Synergy_HSA=2.98. (4) Drug 1: CNC(=O)C1=CC=CC=C1SC2=CC3=C(C=C2)C(=NN3)C=CC4=CC=CC=N4. Drug 2: CC12CCC3C(C1CCC2OP(=O)(O)O)CCC4=C3C=CC(=C4)OC(=O)N(CCCl)CCCl.[Na+]. Cell line: M14. Synergy scores: CSS=-1.82, Synergy_ZIP=1.10, Synergy_Bliss=-0.322, Synergy_Loewe=-4.54, Synergy_HSA=-4.39. (5) Drug 1: CS(=O)(=O)OCCCCOS(=O)(=O)C. Drug 2: CC(C)CN1C=NC2=C1C3=CC=CC=C3N=C2N. Cell line: OVCAR-4. Synergy scores: CSS=-0.235, Synergy_ZIP=-1.16, Synergy_Bliss=-1.39, Synergy_Loewe=-2.31, Synergy_HSA=-2.31.